Dataset: NCI-60 drug combinations with 297,098 pairs across 59 cell lines. Task: Regression. Given two drug SMILES strings and cell line genomic features, predict the synergy score measuring deviation from expected non-interaction effect. (1) Drug 1: CC1=C2C(C(=O)C3(C(CC4C(C3C(C(C2(C)C)(CC1OC(=O)C(C(C5=CC=CC=C5)NC(=O)OC(C)(C)C)O)O)OC(=O)C6=CC=CC=C6)(CO4)OC(=O)C)OC)C)OC. Drug 2: CCN(CC)CCCC(C)NC1=C2C=C(C=CC2=NC3=C1C=CC(=C3)Cl)OC. Cell line: MCF7. Synergy scores: CSS=52.4, Synergy_ZIP=1.40, Synergy_Bliss=1.01, Synergy_Loewe=-1.27, Synergy_HSA=4.80. (2) Drug 1: CNC(=O)C1=NC=CC(=C1)OC2=CC=C(C=C2)NC(=O)NC3=CC(=C(C=C3)Cl)C(F)(F)F. Drug 2: C1C(C(OC1N2C=NC(=NC2=O)N)CO)O. Cell line: SF-539. Synergy scores: CSS=-13.5, Synergy_ZIP=3.84, Synergy_Bliss=-1.58, Synergy_Loewe=-20.2, Synergy_HSA=-17.8.